Predict the product of the given reaction. From a dataset of Forward reaction prediction with 1.9M reactions from USPTO patents (1976-2016). (1) Given the reactants C([O:5][C:6]([N:8]1[CH2:13][CH2:12][CH:11]([O:14][C:15]2[CH:24]=[C:23]3[C:18]([CH:19]=[N:20][C:21]([NH:25][C:26]4[CH:31]=[CH:30][CH:29]=[C:28](I)[CH:27]=4)=[N:22]3)=[CH:17][C:16]=2[Br:33])[CH2:10][CH2:9]1)=[O:7])(C)(C)C.C(=O)([O-])[O-].[Na+].[Na+], predict the reaction product. The product is: [Br:33][C:16]1[CH:17]=[C:18]2[C:23](=[CH:24][C:15]=1[O:14][CH:11]1[CH2:12][CH2:13][N:8]([C:6]([O:5][CH2:24][CH2:15][CH2:16][CH3:17])=[O:7])[CH2:9][CH2:10]1)[N:22]=[C:21]([NH:25][C:26]1[CH:31]=[CH:30][CH:29]=[C:28]([C:10]3[CH:9]=[N:8][CH:13]=[CH:12][CH:11]=3)[CH:27]=1)[N:20]=[CH:19]2. (2) Given the reactants [N+]([C:4]1[S:8][C:7]([C:9]#[N:10])=[CH:6][CH:5]=1)([O-])=O.[CH:11]1[C:16]([OH:17])=[CH:15][CH:14]=[C:13]([CH3:18])[CH:12]=1.C(=O)([O-])[O-].[K+].[K+], predict the reaction product. The product is: [C:13]1([CH3:18])[CH:12]=[CH:11][C:16]([O:17][C:4]2[S:8][C:7]([C:9]#[N:10])=[CH:6][CH:5]=2)=[CH:15][CH:14]=1.